Task: Predict which catalyst facilitates the given reaction.. Dataset: Catalyst prediction with 721,799 reactions and 888 catalyst types from USPTO Reactant: Cl.[NH2:2][C:3]1[CH:12]=[CH:11][C:6]2[CH2:7][O:8][B:9]([OH:10])[C:5]=2[CH:4]=1.C(N(CC)CC)C.[Cl:20][C:21]1[CH:29]=[C:28]([F:30])[CH:27]=[CH:26][C:22]=1[C:23](Cl)=[O:24].Cl. Product: [Cl:20][C:21]1[CH:29]=[C:28]([F:30])[CH:27]=[CH:26][C:22]=1[C:23]([NH:2][C:3]1[CH:12]=[CH:11][C:6]2[CH2:7][O:8][B:9]([OH:10])[C:5]=2[CH:4]=1)=[O:24]. The catalyst class is: 4.